Dataset: Full USPTO retrosynthesis dataset with 1.9M reactions from patents (1976-2016). Task: Predict the reactants needed to synthesize the given product. (1) Given the product [F:32][C:27]1[CH:28]=[CH:29][CH:30]=[CH:31][C:26]=1[CH2:25][N:18]1[C:19]2=[N:20][CH:21]=[CH:22][CH:23]=[C:24]2[C:16]([C:4]2[N:3]=[C:2]3[NH:1][C:35](=[O:36])[N:10]([CH2:11][C:12]([F:13])([F:14])[F:15])[C:8](=[O:9])[C:7]3=[CH:6][N:5]=2)=[N:17]1, predict the reactants needed to synthesize it. The reactants are: [NH2:1][C:2]1[C:7]([C:8]([NH:10][CH2:11][C:12]([F:15])([F:14])[F:13])=[O:9])=[CH:6][N:5]=[C:4]([C:16]2[C:24]3[C:19](=[N:20][CH:21]=[CH:22][CH:23]=3)[N:18]([CH2:25][C:26]3[CH:31]=[CH:30][CH:29]=[CH:28][C:27]=3[F:32])[N:17]=2)[N:3]=1.[H-].[Na+].[C:35](N1C=CN=C1)(N1C=CN=C1)=[O:36]. (2) Given the product [Cl:1][C:2]1[CH:3]=[C:4]2[C:8](=[CH:9][CH:10]=1)[N:7]([S:44]([C:34]1[CH:35]=[CH:36][C:37]([O:39][C:40]([F:41])([F:42])[F:43])=[CH:38][C:33]=1[O:32][CH3:31])(=[O:45])=[O:46])[C:6](=[O:11])[C:5]2([N:20]1[CH2:25][CH2:24][CH2:23][CH2:22][C@H:21]1[C:26]([N:28]([CH3:29])[CH3:30])=[O:27])[C:12]1[CH:17]=[CH:16][CH:15]=[CH:14][C:13]=1[O:18][CH3:19], predict the reactants needed to synthesize it. The reactants are: [Cl:1][C:2]1[CH:3]=[C:4]2[C:8](=[CH:9][CH:10]=1)[NH:7][C:6](=[O:11])[C:5]2([N:20]1[CH2:25][CH2:24][CH2:23][CH2:22][C@H:21]1[C:26]([N:28]([CH3:30])[CH3:29])=[O:27])[C:12]1[CH:17]=[CH:16][CH:15]=[CH:14][C:13]=1[O:18][CH3:19].[CH3:31][O:32][C:33]1[CH:38]=[C:37]([O:39][C:40]([F:43])([F:42])[F:41])[CH:36]=[CH:35][C:34]=1[S:44](Cl)(=[O:46])=[O:45]. (3) Given the product [Cl:1][CH2:2][CH2:3][O:4][C:5]1[CH:6]=[CH:7][CH:8]=[C:9]2[C:13]=1[N:12]([CH3:29])[N:11]=[C:10]2[S:14]([C:17]1[C:26]2[C:21](=[CH:22][CH:23]=[CH:24][CH:25]=2)[CH:20]=[CH:19][CH:18]=1)(=[O:16])=[O:15], predict the reactants needed to synthesize it. The reactants are: [Cl:1][CH2:2][CH2:3][O:4][C:5]1[CH:6]=[CH:7][CH:8]=[C:9]2[C:13]=1[NH:12][N:11]=[C:10]2[S:14]([C:17]1[C:26]2[C:21](=[CH:22][CH:23]=[CH:24][CH:25]=2)[CH:20]=[CH:19][CH:18]=1)(=[O:16])=[O:15].CI.[C:29](=O)([O-])[O-].[K+].[K+]. (4) Given the product [CH3:14][NH:15][C:2]1[S:3][C:4]2[CH:10]=[C:9]([N+:11]([O-:13])=[O:12])[CH:8]=[CH:7][C:5]=2[N:6]=1, predict the reactants needed to synthesize it. The reactants are: Cl[C:2]1[S:3][C:4]2[CH:10]=[C:9]([N+:11]([O-:13])=[O:12])[CH:8]=[CH:7][C:5]=2[N:6]=1.[CH3:14][NH2:15].